The task is: Predict the reactants needed to synthesize the given product.. This data is from Full USPTO retrosynthesis dataset with 1.9M reactions from patents (1976-2016). (1) Given the product [ClH:41].[OH:2][C:3]1[CH:4]=[C:5]2[C:10](=[CH:11][CH:12]=1)[C:9]([O:13][C:14]1[CH:19]=[CH:18][C:17]([O:20][CH2:21][CH2:22][N:23]3[CH2:24][CH2:25][CH2:26][CH2:27][CH2:28]3)=[CH:16][CH:15]=1)=[C:8]([C:29]1[CH:30]=[CH:31][C:32]([S:35]([N:38]([CH3:40])[CH3:39])(=[O:36])=[O:37])=[CH:33][CH:34]=1)[CH:7]=[CH:6]2, predict the reactants needed to synthesize it. The reactants are: C[O:2][C:3]1[CH:4]=[C:5]2[C:10](=[CH:11][CH:12]=1)[C:9]([O:13][C:14]1[CH:19]=[CH:18][C:17]([O:20][CH2:21][CH2:22][N:23]3[CH2:28][CH2:27][CH2:26][CH2:25][CH2:24]3)=[CH:16][CH:15]=1)=[C:8]([C:29]1[CH:34]=[CH:33][C:32]([S:35]([N:38]([CH3:40])[CH3:39])(=[O:37])=[O:36])=[CH:31][CH:30]=1)[CH:7]=[CH:6]2.[ClH:41].C(OCC)C.B(Br)(Br)Br. (2) Given the product [CH3:1][O:2][C:3]1[C:8]([O:9][CH3:10])=[C:7]([O:11][CH3:12])[CH:6]=[C:5]([CH3:13])[C:4]=1[C:14]([C:16]1[C:17]([O:24][CH3:25])=[N:18][CH:19]=[C:20]([Br:23])[C:21]=1[Cl:22])=[O:15], predict the reactants needed to synthesize it. The reactants are: [CH3:1][O:2][C:3]1[C:8]([O:9][CH3:10])=[C:7]([O:11][CH3:12])[CH:6]=[C:5]([CH3:13])[C:4]=1[CH:14]([C:16]1[C:17]([O:24][CH3:25])=[N:18][CH:19]=[C:20]([Br:23])[C:21]=1[Cl:22])[OH:15]. (3) Given the product [Cl:21][C:22]1[CH:23]=[C:24]([CH:27]=[CH:28][C:29]=1[O:30][CH3:31])[CH2:25][NH:26][C:2]1[C:3]2[C:16]3[CH2:17][CH2:18][CH2:19][CH2:20][C:15]=3[S:14][C:4]=2[N:5]=[C:6]([CH2:8][CH2:9][C:10]([O:12][CH3:13])=[O:11])[N:7]=1, predict the reactants needed to synthesize it. The reactants are: Cl[C:2]1[C:3]2[C:16]3[CH2:17][CH2:18][CH2:19][CH2:20][C:15]=3[S:14][C:4]=2[N:5]=[C:6]([CH2:8][CH2:9][C:10]([O:12][CH3:13])=[O:11])[N:7]=1.[Cl:21][C:22]1[CH:23]=[C:24]([CH:27]=[CH:28][C:29]=1[O:30][CH3:31])[CH2:25][NH2:26]. (4) Given the product [CH2:1]([O:3][C:4](=[O:22])[C:5]([NH:7][C:8]1[C:13]([C:14]([F:17])([F:15])[F:16])=[CH:12][C:11]([Br:18])=[CH:10][C:9]=1[NH2:19])=[O:6])[CH3:2], predict the reactants needed to synthesize it. The reactants are: [CH2:1]([O:3][C:4](=[O:22])[C:5]([NH:7][C:8]1[C:13]([C:14]([F:17])([F:16])[F:15])=[CH:12][C:11]([Br:18])=[CH:10][C:9]=1[N+:19]([O-])=O)=[O:6])[CH3:2].[O-]S(S([O-])=O)=O.[Na+].[Na+].CCOC(C)=O. (5) Given the product [Cl:1][C:2]1[CH:3]=[C:4]([CH:29]=[CH:30][C:31]=1[O:32][CH:33]([CH3:34])[CH3:35])[C:5]([NH:7][C@H:8]([CH2:26][CH2:27][OH:28])[CH2:9][C:10]1[CH:15]=[CH:14][C:13]([C:16]2[N:17]=[C:18]([C:22]3([CH3:23])[O:39][CH2:36][CH2:42][O:43]3)[N:19]([CH3:21])[CH:20]=2)=[CH:12][CH:11]=1)=[O:6], predict the reactants needed to synthesize it. The reactants are: [Cl:1][C:2]1[CH:3]=[C:4]([CH:29]=[CH:30][C:31]=1[O:32][CH:33]([CH3:35])[CH3:34])[C:5]([NH:7][C@H:8]([CH2:26][CH2:27][OH:28])[CH2:9][C:10]1[CH:15]=[CH:14][C:13]([C:16]2[N:17]=[C:18]([C:22](=NO)[CH3:23])[N:19]([CH3:21])[CH:20]=2)=[CH:12][CH:11]=1)=[O:6].[C:36]([O-:39])([O-])=O.[K+].[K+].[C:42](C(N)CBr)(OC(C)(C)C)=[O:43]. (6) Given the product [CH3:1][C:2]1[N:7]=[CH:6][C:5]([C:8]2[S:12][C:11]([C:13]([OH:15])=[O:14])=[N:10][CH:9]=2)=[CH:4][N:3]=1.[C:20]([OH:26])([C:22]([F:25])([F:24])[F:23])=[O:21], predict the reactants needed to synthesize it. The reactants are: [CH3:1][C:2]1[N:7]=[CH:6][C:5]([C:8]2[S:12][C:11]([C:13]([O:15]C(C)(C)C)=[O:14])=[N:10][CH:9]=2)=[CH:4][N:3]=1.[C:20]([OH:26])([C:22]([F:25])([F:24])[F:23])=[O:21]. (7) Given the product [OH:3][CH2:2][CH2:1][N:9]([CH3:31])[C:10]1[CH:19]=[C:18]2[C:13]([CH:14]=[C:15]([C:21]3[CH:26]=[CH:25][CH:24]=[CH:23][C:22]=3[C:27]([F:30])([F:28])[F:29])[NH:16][C:17]2=[O:20])=[CH:12][CH:11]=1, predict the reactants needed to synthesize it. The reactants are: [CH2:1]1OC(O)C[O:3][CH:2]1O.[NH2:9][C:10]1[CH:19]=[C:18]2[C:13]([CH:14]=[C:15]([C:21]3[CH:26]=[CH:25][CH:24]=[CH:23][C:22]=3[C:27]([F:30])([F:29])[F:28])[NH:16][C:17]2=[O:20])=[CH:12][CH:11]=1.[C:31]([BH3-])#N.[Na+].C=O. (8) Given the product [CH3:31][C:9]([C:10]([NH:12][C:13]1[CH:14]=[N:15][C:16]([O:19][C:20]2[CH:29]=[CH:28][CH:27]=[C:26]3[C:21]=2[CH2:22][CH:23]([CH3:30])[CH2:24][O:25]3)=[CH:17][CH:18]=1)=[O:11])([CH3:8])[NH2:32], predict the reactants needed to synthesize it. The reactants are: C(O)(C(F)(F)F)=O.[CH3:8][C:9]([NH:32]C(=O)OC(C)(C)C)([CH3:31])[C:10]([NH:12][C:13]1[CH:14]=[N:15][C:16]([O:19][C:20]2[CH:29]=[CH:28][CH:27]=[C:26]3[C:21]=2[CH2:22][CH:23]([CH3:30])[CH2:24][O:25]3)=[CH:17][CH:18]=1)=[O:11]. (9) Given the product [CH3:13][O:12][C:11]1[C:2]([CH:17]=[O:19])=[CH:3][C:4]2[O:8][C:7](=[O:9])[NH:6][C:5]=2[CH:10]=1, predict the reactants needed to synthesize it. The reactants are: Br[C:2]1[C:11]([O:12][CH3:13])=[CH:10][C:5]2[NH:6][C:7](=[O:9])[O:8][C:4]=2[CH:3]=1.C[Mg]Br.[CH2:17]([O:19]CC)C.C([Li])(C)(C)C.CN(C)C=O.